This data is from Full USPTO retrosynthesis dataset with 1.9M reactions from patents (1976-2016). The task is: Predict the reactants needed to synthesize the given product. (1) The reactants are: [CH:1]([C:4]1[CH:9]=[CH:8][C:7]([S:10]([NH:13][C:14]2[CH:22]=[CH:21][CH:20]=[C:19]3[C:15]=2[CH2:16][CH:17]([CH2:23][NH:24]C(=O)CC)[CH2:18]3)(=[O:12])=[O:11])=[CH:6][CH:5]=1)([CH3:3])[CH3:2]. Given the product [CH:1]([C:4]1[CH:5]=[CH:6][C:7]([S:10]([NH:13][C:14]2[CH:22]=[CH:21][CH:20]=[C:19]3[C:15]=2[CH2:16][CH:17]([CH2:23][NH2:24])[CH2:18]3)(=[O:12])=[O:11])=[CH:8][CH:9]=1)([CH3:3])[CH3:2], predict the reactants needed to synthesize it. (2) Given the product [C:28]([N:20]([N:9]1[C:8](=[O:25])[C:7]2[C:12](=[CH:13][C:14]([C:15]([F:16])([F:18])[F:17])=[C:5]([CH:2]([OH:1])[CH2:3][CH3:4])[CH:6]=2)[NH:11][C:10]1=[O:19])[S:21]([CH3:24])(=[O:23])=[O:22])(=[O:34])[CH2:29][CH2:30][CH2:31][CH2:32][CH3:33], predict the reactants needed to synthesize it. The reactants are: [OH:1][CH:2]([C:5]1[CH:6]=[C:7]2[C:12](=[CH:13][C:14]=1[C:15]([F:18])([F:17])[F:16])[NH:11][C:10](=[O:19])[N:9]([NH:20][S:21]([CH3:24])(=[O:23])=[O:22])[C:8]2=[O:25])[CH2:3][CH3:4].[H-].[Na+].[C:28](Cl)(=[O:34])[CH2:29][CH2:30][CH2:31][CH2:32][CH3:33].